This data is from Full USPTO retrosynthesis dataset with 1.9M reactions from patents (1976-2016). The task is: Predict the reactants needed to synthesize the given product. (1) Given the product [CH2:1]=[C:8]1[CH2:13][CH2:12][N:11]([C:14]([O:16][C:17]([CH3:20])([CH3:19])[CH3:18])=[O:15])[CH2:10][CH2:9]1, predict the reactants needed to synthesize it. The reactants are: [CH3:1]C(C)([O-])C.[K+].O=[C:8]1[CH2:13][CH2:12][N:11]([C:14]([O:16][C:17]([CH3:20])([CH3:19])[CH3:18])=[O:15])[CH2:10][CH2:9]1.CCCCCC. (2) Given the product [C:1]([O:5][C:6]([N:8]1[CH2:13][CH2:12][CH:11]([O:14][C:17]2[CH:18]=[CH:19][C:20]([N+:22]([O-:24])=[O:23])=[CH:21][C:16]=2[CH3:15])[CH2:10][CH2:9]1)=[O:7])([CH3:4])([CH3:2])[CH3:3], predict the reactants needed to synthesize it. The reactants are: [C:1]([O:5][C:6]([N:8]1[CH2:13][CH2:12][CH:11]([OH:14])[CH2:10][CH2:9]1)=[O:7])([CH3:4])([CH3:3])[CH3:2].[CH3:15][C:16]1[CH:21]=[C:20]([N+:22]([O-:24])=[O:23])[CH:19]=[CH:18][C:17]=1O.C1(P(C2C=CC=CC=2)C2C=CC=CC=2)C=CC=CC=1. (3) The reactants are: [CH:1]([O:4][C:5]1[CH:13]=[C:12]2[C:8]([CH:9]=[CH:10][NH:11]2)=[CH:7][C:6]=1[O:14][C:15]1[CH:20]=[CH:19][N:18]=[C:17]([NH:21]C(=O)C)[CH:16]=1)([CH3:3])[CH3:2].C[O-].[Na+].O.C(OCC)(=O)C. Given the product [CH:1]([O:4][C:5]1[CH:13]=[C:12]2[C:8]([CH:9]=[CH:10][NH:11]2)=[CH:7][C:6]=1[O:14][C:15]1[CH:20]=[CH:19][N:18]=[C:17]([NH2:21])[CH:16]=1)([CH3:3])[CH3:2], predict the reactants needed to synthesize it. (4) The reactants are: C[O:2][C:3](=[O:17])[C:4]1[CH:9]=[CH:8][C:7]([CH:10]2[CH2:15][CH2:14][CH2:13][CH2:12][CH2:11]2)=[C:6]([F:16])[CH:5]=1.O.Cl.C(Cl)(Cl)Cl. Given the product [CH:10]1([C:7]2[CH:8]=[CH:9][C:4]([C:3]([OH:17])=[O:2])=[CH:5][C:6]=2[F:16])[CH2:11][CH2:12][CH2:13][CH2:14][CH2:15]1, predict the reactants needed to synthesize it. (5) The reactants are: [OH-].[Na+].C[O:4][C:5](=[O:41])[CH2:6][C:7]1[CH:12]=[CH:11][C:10]([C:13]2[CH:18]=[CH:17][C:16]([C:19]([CH2:38][CH3:39])([C:22]3[CH:27]=[CH:26][C:25]([CH2:28][CH2:29][C:30]4([OH:36])[CH2:35][CH2:34][CH2:33][CH2:32][CH2:31]4)=[C:24]([CH3:37])[CH:23]=3)[CH2:20][CH3:21])=[CH:15][C:14]=2[CH3:40])=[CH:9][CH:8]=1.[Cl-].[NH4+]. Given the product [CH2:20]([C:19]([C:16]1[CH:17]=[CH:18][C:13]([C:10]2[CH:9]=[CH:8][C:7]([CH2:6][C:5]([OH:41])=[O:4])=[CH:12][CH:11]=2)=[C:14]([CH3:40])[CH:15]=1)([C:22]1[CH:27]=[CH:26][C:25]([CH2:28][CH2:29][C:30]2([OH:36])[CH2:35][CH2:34][CH2:33][CH2:32][CH2:31]2)=[C:24]([CH3:37])[CH:23]=1)[CH2:38][CH3:39])[CH3:21], predict the reactants needed to synthesize it. (6) Given the product [Cl:23][C:10]1[N:11]=[C:6]([C:2]2[O:1][CH:5]=[CH:4][CH:3]=2)[C:7]([C:15]2[CH:20]=[CH:19][N:18]=[CH:17][N:16]=2)=[CH:8][C:9]=1[C:13]#[N:14], predict the reactants needed to synthesize it. The reactants are: [O:1]1[CH:5]=[CH:4][CH:3]=[C:2]1[C:6]1[NH:11][C:10](=O)[C:9]([C:13]#[N:14])=[CH:8][C:7]=1[C:15]1[CH:20]=[CH:19][N:18]=[CH:17][N:16]=1.P(Cl)(Cl)([Cl:23])=O. (7) The reactants are: FC(F)(F)C(O)=O.[Cl:8][C:9]1[N:10]=[C:11]2[C:16]([NH:17]C(=O)OC(C)(C)C)=[N:15][C@@:14]([C:26]3[CH:31]=[C:30]([NH:32][C:33]([C:35]4[CH:40]=[CH:39][C:38]([F:41])=[CH:37][N:36]=4)=[O:34])[CH:29]=[CH:28][C:27]=3[F:42])([CH3:25])[CH2:13][N:12]2[C:43]=1[C:44]#[N:45]. Given the product [NH2:17][C:16]1[C:11]2[N:12]([C:43]([C:44]#[N:45])=[C:9]([Cl:8])[N:10]=2)[CH2:13][C@:14]([C:26]2[CH:31]=[C:30]([NH:32][C:33]([C:35]3[CH:40]=[CH:39][C:38]([F:41])=[CH:37][N:36]=3)=[O:34])[CH:29]=[CH:28][C:27]=2[F:42])([CH3:25])[N:15]=1, predict the reactants needed to synthesize it.